Task: Predict the product of the given reaction.. Dataset: Forward reaction prediction with 1.9M reactions from USPTO patents (1976-2016) (1) Given the reactants CN(C(ON1N=NC2C=CC=NC1=2)=[N+](C)C)C.F[P-](F)(F)(F)(F)F.[Cl:25][C:26]1[N:30]2[CH:31]=[C:32]([C:39]3[O:40][CH:41]=[CH:42][CH:43]=3)[CH:33]=[C:34]([C:35]([F:38])([F:37])[F:36])[C:29]2=[N:28][C:27]=1[C:44]([OH:46])=O.[C:47]1([CH:53]2[CH2:58][CH2:57][NH:56][CH2:55][CH2:54]2)[CH:52]=[CH:51][CH:50]=[CH:49][CH:48]=1, predict the reaction product. The product is: [Cl:25][C:26]1[N:30]2[CH:31]=[C:32]([C:39]3[O:40][CH:41]=[CH:42][CH:43]=3)[CH:33]=[C:34]([C:35]([F:38])([F:36])[F:37])[C:29]2=[N:28][C:27]=1[C:44]([N:56]1[CH2:57][CH2:58][CH:53]([C:47]2[CH:52]=[CH:51][CH:50]=[CH:49][CH:48]=2)[CH2:54][CH2:55]1)=[O:46]. (2) Given the reactants Br[C:2]1[CH:7]=[CH:6][C:5]([C:8]2[O:12][N:11]=[C:10]([CH3:13])[C:9]=2[CH:14]([C:16]2[N:17]=[N:18][N:19]([CH2:21][C:22]3[CH:27]=[CH:26][CH:25]=[C:24]([Cl:28])[CH:23]=3)[CH:20]=2)[OH:15])=[CH:4][CH:3]=1.[CH2:29]([O:31][C:32]([C:34]1([C:37]2[CH:42]=[CH:41][C:40](B3OC(C)(C)C(C)(C)O3)=[CH:39][CH:38]=2)[CH2:36][CH2:35]1)=[O:33])[CH3:30], predict the reaction product. The product is: [CH2:29]([O:31][C:32]([C:34]1([C:37]2[CH:42]=[CH:41][C:40]([C:2]3[CH:3]=[CH:4][C:5]([C:8]4[O:12][N:11]=[C:10]([CH3:13])[C:9]=4[CH:14]([C:16]4[N:17]=[N:18][N:19]([CH2:21][C:22]5[CH:27]=[CH:26][CH:25]=[C:24]([Cl:28])[CH:23]=5)[CH:20]=4)[OH:15])=[CH:6][CH:7]=3)=[CH:39][CH:38]=2)[CH2:35][CH2:36]1)=[O:33])[CH3:30]. (3) Given the reactants C(OC(N1CCC2N(C)C3C(C(F)(F)F)=CC(NC4C=CC=CN=4)=CC=3C2C1)=O)(C)(C)C.C(OC([N:40]1[CH2:56][CH2:55][C@@H:43]2[N:44]([CH3:54])[C:45]3[C:46]([C:52]#[N:53])=[CH:47][C:48](Br)=[CH:49][C:50]=3[C@@H:42]2[CH2:41]1)=O)(C)(C)C.[Cl:57][C:58]1[C:63]([NH2:64])=[CH:62][CH:61]=[C:60]([C:65]([F:68])([F:67])[F:66])[N:59]=1.CC([O-])(C)C.[Na+], predict the reaction product. The product is: [Cl:57][C:58]1[C:63]([NH:64][C:48]2[CH:49]=[C:50]3[C:45](=[C:46]([C:52]#[N:53])[CH:47]=2)[N:44]([CH3:54])[C@H:43]2[CH2:55][CH2:56][NH:40][CH2:41][C@@H:42]32)=[CH:62][CH:61]=[C:60]([C:65]([F:66])([F:67])[F:68])[N:59]=1. (4) Given the reactants C1(=O)[N:5]([C:6]2[N:11]=[C:10]([NH:12][C:13](=[O:33])[C:14]3[CH:19]=[CH:18][CH:17]=[CH:16][C:15]=3[NH:20][C:21](=[O:32])[C:22]3[CH:27]=[CH:26][C:25]([C:28]([CH3:31])([CH3:30])[CH3:29])=[CH:24][CH:23]=3)[CH:9]=[CH:8][CH:7]=2)C(=O)C2=CC=CC=C12.O.NN, predict the reaction product. The product is: [NH2:5][C:6]1[N:11]=[C:10]([NH:12][C:13](=[O:33])[C:14]2[CH:19]=[CH:18][CH:17]=[CH:16][C:15]=2[NH:20][C:21](=[O:32])[C:22]2[CH:23]=[CH:24][C:25]([C:28]([CH3:29])([CH3:31])[CH3:30])=[CH:26][CH:27]=2)[CH:9]=[CH:8][CH:7]=1.